This data is from Catalyst prediction with 721,799 reactions and 888 catalyst types from USPTO. The task is: Predict which catalyst facilitates the given reaction. (1) Reactant: C[O:2][C:3]([C:5]1[O:9][C:8]([C:10]2[CH:19]=[C:18]([C:20]#[N:21])[C:17]3[C:12](=[CH:13][CH:14]=[CH:15][CH:16]=3)[CH:11]=2)=[N:7][C:6]=1[CH3:22])=[O:4].O.[OH-].[Li+]. Product: [C:20]([C:18]1[C:17]2[C:12](=[CH:13][CH:14]=[CH:15][CH:16]=2)[CH:11]=[C:10]([C:8]2[O:9][C:5]([C:3]([OH:4])=[O:2])=[C:6]([CH3:22])[N:7]=2)[CH:19]=1)#[N:21]. The catalyst class is: 738. (2) Reactant: [NH2:1][C:2]1[N:7]=[CH:6][C:5]([O:8][C:9]2[CH:10]=[C:11]([NH:15][C:16](=[O:28])[C:17]3[CH:22]=[CH:21][CH:20]=[C:19]([C:23]([C:26]#[N:27])([CH3:25])[CH3:24])[CH:18]=3)[CH:12]=[CH:13][CH:14]=2)=[CH:4][CH:3]=1.[CH3:29][C:30]1[CH:35]=[CH:34][C:33]([S:36](Cl)(=[O:38])=[O:37])=[CH:32][CH:31]=1.O. Product: [C:26]([C:23]([C:19]1[CH:18]=[C:17]([CH:22]=[CH:21][CH:20]=1)[C:16]([NH:15][C:11]1[CH:12]=[CH:13][CH:14]=[C:9]([O:8][C:5]2[CH:6]=[N:7][C:2]([NH:1][S:36]([C:33]3[CH:34]=[CH:35][C:30]([CH3:29])=[CH:31][CH:32]=3)(=[O:38])=[O:37])=[CH:3][CH:4]=2)[CH:10]=1)=[O:28])([CH3:24])[CH3:25])#[N:27]. The catalyst class is: 17.